From a dataset of Full USPTO retrosynthesis dataset with 1.9M reactions from patents (1976-2016). Predict the reactants needed to synthesize the given product. (1) Given the product [CH2:19]([O:21][C:22](=[O:27])[CH2:23][NH:24][C:25]([N:16]1[CH2:17][CH2:18][N:13]([C:6]2[C:5]3[C:10](=[CH:11][C:2]([Cl:1])=[CH:3][CH:4]=3)[N:9]=[C:8]([NH2:12])[CH:7]=2)[CH2:14][CH2:15]1)=[O:26])[CH3:20], predict the reactants needed to synthesize it. The reactants are: [Cl:1][C:2]1[CH:11]=[C:10]2[C:5]([C:6]([N:13]3[CH2:18][CH2:17][NH:16][CH2:15][CH2:14]3)=[CH:7][C:8]([NH2:12])=[N:9]2)=[CH:4][CH:3]=1.[CH2:19]([O:21][C:22](=[O:27])[CH2:23][N:24]=[C:25]=[O:26])[CH3:20].C(N(C(C)C)CC)(C)C. (2) Given the product [CH3:1][O:2][C:3]1[N:8]=[CH:7][C:6]([N:9]2[C:13]([C:14]3[CH:19]=[CH:18][C:17]([CH3:20])=[CH:16][N:15]=3)=[CH:12][C:11]([C:21]([OH:23])=[O:22])=[N:10]2)=[CH:5][CH:4]=1, predict the reactants needed to synthesize it. The reactants are: [CH3:1][O:2][C:3]1[N:8]=[CH:7][C:6]([N:9]2[C:13]([C:14]3[CH:19]=[CH:18][C:17]([CH3:20])=[CH:16][N:15]=3)=[CH:12][C:11]([C:21]([O:23]CC)=[O:22])=[N:10]2)=[CH:5][CH:4]=1.[OH-].[Na+]. (3) The reactants are: [Cl:1][C:2]1[CH:6]=[CH:5][S:4][C:3]=1[S:7](Cl)(=[O:9])=[O:8].[H-].[Na+].[CH3:13][C:14]([CH3:27])([CH3:26])[C:15]([O:17][NH:18][C:19]([O:21][C:22]([CH3:25])([CH3:24])[CH3:23])=[O:20])=[O:16]. Given the product [CH3:13][C:14]([CH3:27])([CH3:26])[C:15]([O:17][N:18]([C:19]([O:21][C:22]([CH3:25])([CH3:24])[CH3:23])=[O:20])[S:7]([C:3]1[S:4][CH:5]=[CH:6][C:2]=1[Cl:1])(=[O:9])=[O:8])=[O:16], predict the reactants needed to synthesize it. (4) Given the product [Br:1][C:2]1[C:9]([O:10][CH3:11])=[CH:8][C:5]([CH:6]2[O:16][CH2:15][CH2:14][O:7]2)=[C:4]([O:12][CH3:13])[CH:3]=1, predict the reactants needed to synthesize it. The reactants are: [Br:1][C:2]1[C:9]([O:10][CH3:11])=[CH:8][C:5]([CH:6]=[O:7])=[C:4]([O:12][CH3:13])[CH:3]=1.[CH2:14](O)[CH2:15][OH:16]. (5) Given the product [O:14]1[CH2:19][CH2:18][O:17][C:16]2[C:20]([CH:24]3[N:11]([CH2:10][C:7]4[CH:6]=[CH:5][C:4]([O:3][C:2]([F:12])([F:13])[F:1])=[CH:9][CH:8]=4)[C:15](=[O:14])[CH:16]([OH:17])[CH2:20]3)=[CH:21][CH:22]=[CH:23][C:15]1=2, predict the reactants needed to synthesize it. The reactants are: [F:1][C:2]([F:13])([F:12])[O:3][C:4]1[CH:9]=[CH:8][C:7]([CH2:10][NH2:11])=[CH:6][CH:5]=1.[O:14]1[CH2:19][CH2:18][O:17][C:16]2[C:20]([CH:24]=O)=[CH:21][CH:22]=[CH:23][C:15]1=2.